From a dataset of Full USPTO retrosynthesis dataset with 1.9M reactions from patents (1976-2016). Predict the reactants needed to synthesize the given product. (1) Given the product [F:1][C:2]1[CH:7]=[CH:6][C:5]([NH:8][C:9]2[CH:14]=[CH:13][N:12]=[C:11]([NH:15][C:16]3[CH:17]=[CH:18][C:19]([S:22]([N:25]([CH3:32])[CH:26]4[CH2:31][CH2:30][N:29]([CH2:40][C:36]5[N:35]([CH3:34])[CH:39]=[CH:38][CH:37]=5)[CH2:28][CH2:27]4)(=[O:23])=[O:24])=[CH:20][CH:21]=3)[N:10]=2)=[CH:4][C:3]=1[CH3:33], predict the reactants needed to synthesize it. The reactants are: [F:1][C:2]1[CH:7]=[CH:6][C:5]([NH:8][C:9]2[CH:14]=[CH:13][N:12]=[C:11]([NH:15][C:16]3[CH:21]=[CH:20][C:19]([S:22]([N:25]([CH3:32])[CH:26]4[CH2:31][CH2:30][NH:29][CH2:28][CH2:27]4)(=[O:24])=[O:23])=[CH:18][CH:17]=3)[N:10]=2)=[CH:4][C:3]=1[CH3:33].[CH3:34][N:35]1[CH:39]=[CH:38][CH:37]=[C:36]1[CH:40]=O. (2) Given the product [NH:4]([C:1]([CH3:2])=[O:3])[C@H:5]([C:14]([OH:16])=[O:15])[CH2:6][C:7]1[CH:12]=[CH:11][C:10]([O:13][C:20]([O:22][CH2:23][C:24]2[CH:29]=[CH:28][CH:27]=[CH:26][CH:25]=2)=[O:21])=[CH:9][CH:8]=1, predict the reactants needed to synthesize it. The reactants are: [C:1]([NH:4][C@H:5]([C:14]([OH:16])=[O:15])[CH2:6][C:7]1[CH:12]=[CH:11][C:10]([OH:13])=[CH:9][CH:8]=1)(=[O:3])[CH3:2].[OH-].[Na+].Cl[C:20]([O:22][CH2:23][C:24]1[CH:29]=[CH:28][CH:27]=[CH:26][CH:25]=1)=[O:21].C([O-])([O-])=O.[K+].[K+].Cl. (3) Given the product [CH3:24][C:25]1[CH:30]=[CH:29][C:28]([C:4]([C:6]2[CH:7]=[CH:8][C:9]3[O:13][C:12]([CH2:14][CH2:15][N:16]4[CH2:20][CH2:19][CH2:18][C@H:17]4[CH3:21])=[CH:11][C:10]=3[CH:22]=2)=[O:5])=[CH:27][CH:26]=1, predict the reactants needed to synthesize it. The reactants are: CON(C)[C:4]([C:6]1[CH:7]=[CH:8][C:9]2[O:13][C:12]([CH2:14][CH2:15][N:16]3[CH2:20][CH2:19][CH2:18][C@H:17]3[CH3:21])=[CH:11][C:10]=2[CH:22]=1)=[O:5].[CH3:24][C:25]1[CH:30]=[CH:29][C:28]([Mg]Br)=[CH:27][CH:26]=1.